This data is from Full USPTO retrosynthesis dataset with 1.9M reactions from patents (1976-2016). The task is: Predict the reactants needed to synthesize the given product. (1) Given the product [NH:2]1[CH:3]=[C:4]([C:6]([NH:20][CH2:21][C:22]2[C:23]([CH3:11])=[CH:24][C:25]([NH:29][C:30](=[O:36])[O:31][C:32]([CH3:33])([CH3:35])[CH3:34])=[N:26][C:27]=2[CH3:28])=[O:8])[CH:5]=[N:1]1, predict the reactants needed to synthesize it. The reactants are: [NH:1]1[CH:5]=[C:4]([C:6]([O:8]CC)=O)[CH:3]=[N:2]1.[CH3:11]CN(C(C)C)C(C)C.[NH2:20][CH2:21][C:22]1[CH:23]=[CH:24][C:25]([NH:29][C:30](=[O:36])[O:31][C:32]([CH3:35])([CH3:34])[CH3:33])=[N:26][C:27]=1[CH3:28].CCCP(=O)=O. (2) Given the product [Br:1][C:2]1[CH:9]=[C:6]([CH:7]([CH:16]2[CH2:18][CH2:17]2)[NH:15][S:12]([CH2:10][CH3:11])(=[O:14])=[O:13])[CH:5]=[N:4][CH:3]=1, predict the reactants needed to synthesize it. The reactants are: [Br:1][C:2]1[CH:3]=[N:4][CH:5]=[C:6]([CH:9]=1)[CH:7]=O.[CH2:10]([S:12]([NH2:15])(=[O:14])=[O:13])[CH3:11].[CH:16]1([Mg]Br)[CH2:18][CH2:17]1.